Dataset: Experimentally validated miRNA-target interactions with 360,000+ pairs, plus equal number of negative samples. Task: Binary Classification. Given a miRNA mature sequence and a target amino acid sequence, predict their likelihood of interaction. The miRNA is hsa-miR-4439 with sequence GUGACUGAUACCUUGGAGGCAU. The protein sequence of the target gene is MAEMDPVAEFPQPPGAARWAEVMARFAARLGAQGRRVVLVTSGGTKVPLEARPVRFLDNFSSGRRGATSAEAFLAAGYGVLFLYRARSAFPYAHRFPPQTWLSALRPSGPALSGLLSLEAEENALPGFAEALRSYQEAAAAGTFLAVEFTTLADYLHLLQAAAQALNPLGPSAMFYLAAAVSDFYVPVSEMPEHKIQSSGGPLQITMKMVPKLLSPLVKDWAPKAFIISFKLETDPAIVINRARKALEIYQHQVVVANILESRQSFVFIVTKDSETKLLLSEEEIEKGVEIEEKIVDNLQ.... Result: 0 (no interaction).